From a dataset of Full USPTO retrosynthesis dataset with 1.9M reactions from patents (1976-2016). Predict the reactants needed to synthesize the given product. (1) The reactants are: N=[C:2]([C:11]1[CH:16]=[CH:15][CH:14]=[CH:13][C:12]=1[CH3:17])[C:3]1[C:9]([CH3:10])=[CH:8][CH:7]=[CH:6][C:4]=1[NH2:5].[OH-:18].[Na+]. Given the product [NH2:5][C:4]1[CH:6]=[CH:7][CH:8]=[C:9]([CH3:10])[C:3]=1[C:2]([C:11]1[CH:16]=[CH:15][CH:14]=[CH:13][C:12]=1[CH3:17])=[O:18], predict the reactants needed to synthesize it. (2) Given the product [C:3]([O:7][C:8]([NH:10][C:11]1([C:26]([OH:28])=[O:27])[CH2:12][CH2:13][N:14]([C:17]2[N:22]=[CH:21][N:20]=[C:19]3[NH:23][N:24]=[CH:25][C:18]=23)[CH2:15][CH2:16]1)=[O:9])([CH3:6])([CH3:4])[CH3:5], predict the reactants needed to synthesize it. The reactants are: [OH-].[Na+].[C:3]([O:7][C:8]([NH:10][C:11]1([C:26]([O:28]C)=[O:27])[CH2:16][CH2:15][N:14]([C:17]2[N:22]=[CH:21][N:20]=[C:19]3[NH:23][N:24]=[CH:25][C:18]=23)[CH2:13][CH2:12]1)=[O:9])([CH3:6])([CH3:5])[CH3:4].Cl. (3) Given the product [Br:12][C:10]1[C:2]([CH3:1])=[C:3]([CH:7]=[C:8]([CH3:11])[CH:9]=1)[C:4]([OH:6])=[O:5], predict the reactants needed to synthesize it. The reactants are: [CH3:1][C:2]1[CH:10]=[CH:9][C:8]([CH3:11])=[CH:7][C:3]=1[C:4]([OH:6])=[O:5].[Br:12]N1C(=O)CCC1=O. (4) Given the product [Br:26][CH2:2][CH2:3][N:4]1[C:12]2[CH:11]=[C:10]3[NH:13][C:14]([C:16]4[CH:20]=[C:19]([CH3:21])[NH:18][N:17]=4)=[N:15][C:9]3=[CH:8][C:7]=2[C:6]([CH3:23])([CH3:22])[C:5]1=[O:24], predict the reactants needed to synthesize it. The reactants are: O[CH2:2][CH2:3][N:4]1[C:12]2[CH:11]=[C:10]3[NH:13][C:14]([C:16]4[CH:20]=[C:19]([CH3:21])[NH:18][N:17]=4)=[N:15][C:9]3=[CH:8][C:7]=2[C:6]([CH3:23])([CH3:22])[C:5]1=[O:24].C(Br)(Br)(Br)[Br:26].C1(P(C2C=CC=CC=2)C2C=CC=CC=2)C=CC=CC=1.C(N(CC)CC)C. (5) Given the product [C:1]([C:3]1([NH:6][C:7]([C@H:9]2[CH2:13][C@H:12]([S:14]([C:17]3[CH:22]=[CH:21][CH:20]=[CH:19][C:18]=3[C:24]([F:26])([F:25])[F:27])(=[O:16])=[O:15])[CH2:11][C@@H:10]2[O:28][CH:29]2[CH2:30][CH2:31][CH2:32]2)=[O:8])[CH2:4][CH2:5]1)#[N:2], predict the reactants needed to synthesize it. The reactants are: [C:1]([C:3]1([NH:6][C:7]([C@H:9]2[CH2:13][C@H:12]([S:14]([C:17]3[CH:22]=[CH:21][C:20](Br)=[CH:19][C:18]=3[C:24]([F:27])([F:26])[F:25])(=[O:16])=[O:15])[CH2:11][C@@H:10]2[O:28][CH:29]2[CH2:32][CH2:31][CH2:30]2)=[O:8])[CH2:5][CH2:4]1)#[N:2].C(C1(NC([C@H]2C[C@H](S(C3C=CC(Br)=CC=3C(F)(F)F)(=O)=O)C[C@@H]2OC2CCOCC2)=O)CC1)#N.